From a dataset of Reaction yield outcomes from USPTO patents with 853,638 reactions. Predict the reaction yield, written as a fraction of the theoretical maximum amount of product (1.0 means a 100% yield; for example, 0.34 means a 34% yield). (1) The reactants are Cl.[F:2][C:3]([F:32])([F:31])[C:4]1[CH:30]=[CH:29][CH:28]=[CH:27][C:5]=1[O:6][CH2:7][CH2:8][NH:9][CH2:10][CH2:11][NH:12][S:13]([C:16]1[C:17]2[CH:18]=[CH:19][N:20]=[C:21]([Cl:26])[C:22]=2[CH:23]=[CH:24][CH:25]=1)(=[O:15])=[O:14].C1C[O:36]CC1. No catalyst specified. The product is [ClH:26].[F:2][C:3]([F:32])([F:31])[C:4]1[CH:30]=[CH:29][CH:28]=[CH:27][C:5]=1[O:6][CH2:7][CH2:8][NH:9][CH2:10][CH2:11][NH:12][S:13]([C:16]1[C:17]2[CH:18]=[CH:19][N:20]=[C:21]([OH:36])[C:22]=2[CH:23]=[CH:24][CH:25]=1)(=[O:15])=[O:14]. The yield is 0.330. (2) The reactants are C(N(CC)CC)C.[CH2:8]([N:15]1[C:19](=[O:20])[CH:18]=[CH:17][C:16]1=[O:21])[C:9]1[CH:14]=[CH:13][CH:12]=[CH:11][CH:10]=1.[NH:22]1[C:30]2[C:25](=[CH:26][C:27](B(O)O)=[CH:28][CH:29]=2)[CH:24]=[CH:23]1. The catalyst is O1CCOCC1.O. The product is [CH2:8]([N:15]1[C:19](=[O:20])[CH2:18][CH:17]([C:27]2[CH:26]=[C:25]3[C:30](=[CH:29][CH:28]=2)[NH:22][CH:23]=[CH:24]3)[C:16]1=[O:21])[C:9]1[CH:10]=[CH:11][CH:12]=[CH:13][CH:14]=1. The yield is 0.990. (3) The reactants are [CH3:1][O:2][C:3]1[CH:8]=[C:7]([CH3:9])[CH:6]=[C:5]([O:10][CH3:11])[CH:4]=1.[C:12]1(=[O:18])[O:17][C:15](=[O:16])[CH2:14][CH2:13]1.[Al+3].[Cl-].[Cl-].[Cl-].[OH-].[Na+]. The catalyst is [N+](C1C=CC=CC=1)([O-])=O. The product is [CH3:11][O:10][C:5]1[CH:4]=[C:3]([O:2][CH3:1])[CH:8]=[C:7]([CH3:9])[C:6]=1[C:12](=[O:18])[CH2:13][CH2:14][C:15]([OH:17])=[O:16]. The yield is 0.430.